This data is from Peptide-MHC class II binding affinity with 134,281 pairs from IEDB. The task is: Regression. Given a peptide amino acid sequence and an MHC pseudo amino acid sequence, predict their binding affinity value. This is MHC class II binding data. The peptide sequence is GSFVRTVSLPVGADE. The MHC is DRB1_0901 with pseudo-sequence DRB1_0901. The binding affinity (normalized) is 0.770.